Task: Predict which catalyst facilitates the given reaction.. Dataset: Catalyst prediction with 721,799 reactions and 888 catalyst types from USPTO (1) Reactant: [F:1][C:2]1[CH:7]=[CH:6][C:5]([CH2:8][CH2:9][N:10]2[CH2:15][CH2:14][CH:13]([C:16]([C:18]3[CH:23]=[CH:22][CH:21]=[C:20]([O:24][Si](C(C)C)(C(C)C)C(C)C)[C:19]=3[O:35][CH3:36])=[O:17])[CH2:12][CH2:11]2)=[CH:4][CH:3]=1.[F-].C([N+](CCCC)(CCCC)CCCC)CCC. Product: [F:1][C:2]1[CH:7]=[CH:6][C:5]([CH2:8][CH2:9][N:10]2[CH2:11][CH2:12][CH:13]([C:16]([C:18]3[CH:23]=[CH:22][CH:21]=[C:20]([OH:24])[C:19]=3[O:35][CH3:36])=[O:17])[CH2:14][CH2:15]2)=[CH:4][CH:3]=1. The catalyst class is: 220. (2) Reactant: Cl[C:2]1[C:3]2[CH2:16][CH2:15][CH2:14][C:4]=2[N:5]=[C:6]([C:8]2[S:9][C:10]([Cl:13])=[CH:11][CH:12]=2)[N:7]=1.[NH2:17][C:18]1[CH:27]=[CH:26][C:21]([C:22]([O:24]C)=[O:23])=[CH:20][C:19]=1[O:28][CH3:29].B(Br)(Br)Br.C1N=CN(C(N2C=NC=C2)=[O:40])C=1. Product: [Cl:13][C:10]1[S:9][C:8]([C:6]2[N:7]=[C:2]([N:17]3[C:18]4[CH:27]=[CH:26][C:21]([C:22]([OH:24])=[O:23])=[CH:20][C:19]=4[O:28][C:29]3=[O:40])[C:3]3[CH2:16][CH2:15][CH2:14][C:4]=3[N:5]=2)=[CH:12][CH:11]=1. The catalyst class is: 4. (3) Reactant: [NH2:1][CH2:2][C:3]1[CH:8]=[CH:7][CH:6]=[CH:5][N:4]=1.[C:9](O[C:9]([O:11][C:12]([CH3:15])([CH3:14])[CH3:13])=[O:10])([O:11][C:12]([CH3:15])([CH3:14])[CH3:13])=[O:10]. Product: [N:4]1[CH:5]=[CH:6][CH:7]=[CH:8][C:3]=1[CH2:2][NH:1][C:9](=[O:10])[O:11][C:12]([CH3:15])([CH3:14])[CH3:13]. The catalyst class is: 7. (4) Reactant: C([O:3][C:4](=[O:33])[CH2:5][CH:6]1[S:10][C:9]([C:11]2[NH:12][C:13]3[C:18]([CH:19]=2)=[CH:17][C:16]([O:20][C:21]2[CH:22]=[N:23][C:24]([S:27]([CH3:30])(=[O:29])=[O:28])=[CH:25][CH:26]=2)=[CH:15][C:14]=3[CH2:31][CH3:32])=[N:8][CH2:7]1)C.CO.[OH-].[K+]. Product: [CH2:31]([C:14]1[CH:15]=[C:16]([O:20][C:21]2[CH:22]=[N:23][C:24]([S:27]([CH3:30])(=[O:28])=[O:29])=[CH:25][CH:26]=2)[CH:17]=[C:18]2[C:13]=1[NH:12][C:11]([C:9]1[S:10][CH:6]([CH2:5][C:4]([OH:33])=[O:3])[CH2:7][N:8]=1)=[CH:19]2)[CH3:32]. The catalyst class is: 7. (5) Reactant: [CH3:1][O:2][C:3]1[CH:4]=[C:5]([NH:9][C:10]2[N:11]=[N:12][C:13]([CH:16]([NH:18][C:19](=O)[C:20]3[CH:25]=[CH:24][CH:23]=[CH:22][CH:21]=3)[CH3:17])=[CH:14][N:15]=2)[CH:6]=[CH:7][CH:8]=1.P(Cl)(Cl)(Cl)=O. Product: [CH3:17][C:16]1[N:18]=[C:19]([C:20]2[CH:25]=[CH:24][CH:23]=[CH:22][CH:21]=2)[N:12]2[C:13]=1[CH:14]=[N:15][C:10]([NH:9][C:5]1[CH:6]=[CH:7][CH:8]=[C:3]([O:2][CH3:1])[CH:4]=1)=[N:11]2. The catalyst class is: 26. (6) Reactant: Br[C:2]1[CH:3]=[C:4]2[C:9](=[CH:10][CH:11]=1)[N:8]=[CH:7][C:6]([C:12]([CH:14]1[CH2:16][CH2:15]1)=[O:13])=[C:5]2[NH:17][C@H:18]1[CH2:23][CH2:22][C@H:21]([CH2:24][NH:25][CH3:26])[CH2:20][CH2:19]1.[Cl:27][C:28]1[CH:33]=[C:32](B2OC(C)(C)C(C)(C)O2)[CH:31]=[C:30]([Cl:43])[C:29]=1[OH:44].C([O-])([O-])=O.[Cs+].[Cs+]. Product: [CH:14]1([C:12]([C:6]2[CH:7]=[N:8][C:9]3[C:4]([C:5]=2[NH:17][C@H:18]2[CH2:19][CH2:20][C@H:21]([CH2:24][NH:25][CH3:26])[CH2:22][CH2:23]2)=[CH:3][C:2]([C:32]2[CH:33]=[C:28]([Cl:27])[C:29]([OH:44])=[C:30]([Cl:43])[CH:31]=2)=[CH:11][CH:10]=3)=[O:13])[CH2:15][CH2:16]1. The catalyst class is: 75. (7) The catalyst class is: 4. Product: [C:1]([N:21]([CH2:22][C:23]1[CH:28]=[C:27]([C:29]([F:30])([F:32])[F:31])[CH:26]=[C:25]([C:33]([F:34])([F:35])[F:36])[CH:24]=1)[CH:17]1[CH2:18][CH2:19][CH2:20][N:14]([C:12]([O:11][CH:8]([CH3:10])[CH3:9])=[O:13])[C:15]2[CH:40]=[CH:39][CH:38]=[C:37]([CH3:41])[C:16]1=2)(=[O:3])[CH3:2]. Reactant: [C:1](OC(=O)C)(=[O:3])[CH3:2].[CH:8]([O:11][C:12]([N:14]1[CH2:20][CH2:19][CH2:18][CH:17]([NH:21][CH2:22][C:23]2[CH:28]=[C:27]([C:29]([F:32])([F:31])[F:30])[CH:26]=[C:25]([C:33]([F:36])([F:35])[F:34])[CH:24]=2)[C:16]2[C:37]([CH3:41])=[CH:38][CH:39]=[CH:40][C:15]1=2)=[O:13])([CH3:10])[CH3:9].N1C=CC=CC=1.Cl. (8) Product: [F:16][C:2]([F:1])([F:15])[C:3]1[CH:4]=[CH:5][C:6]([N:9]2[CH2:13][CH2:12][C@@H:11]([O:14][S:25]([CH3:24])(=[O:27])=[O:26])[CH2:10]2)=[N:7][CH:8]=1. The catalyst class is: 4. Reactant: [F:1][C:2]([F:16])([F:15])[C:3]1[CH:4]=[CH:5][C:6]([N:9]2[CH2:13][CH2:12][C@@H:11]([OH:14])[CH2:10]2)=[N:7][CH:8]=1.C(N(CC)CC)C.[CH3:24][S:25](Cl)(=[O:27])=[O:26].N(CC)(CC)CC.Cl.